Dataset: NCI-60 drug combinations with 297,098 pairs across 59 cell lines. Task: Regression. Given two drug SMILES strings and cell line genomic features, predict the synergy score measuring deviation from expected non-interaction effect. (1) Drug 1: CCN(CC)CCCC(C)NC1=C2C=C(C=CC2=NC3=C1C=CC(=C3)Cl)OC. Drug 2: C1CN(CCN1C(=O)CCBr)C(=O)CCBr. Cell line: A549. Synergy scores: CSS=37.4, Synergy_ZIP=5.82, Synergy_Bliss=6.23, Synergy_Loewe=1.25, Synergy_HSA=8.07. (2) Drug 1: CN(CC1=CN=C2C(=N1)C(=NC(=N2)N)N)C3=CC=C(C=C3)C(=O)NC(CCC(=O)O)C(=O)O. Drug 2: CCCCCOC(=O)NC1=NC(=O)N(C=C1F)C2C(C(C(O2)C)O)O. Cell line: HOP-92. Synergy scores: CSS=18.5, Synergy_ZIP=-5.92, Synergy_Bliss=-5.25, Synergy_Loewe=-57.1, Synergy_HSA=-3.88. (3) Drug 1: C1=NC2=C(N=C(N=C2N1C3C(C(C(O3)CO)O)F)Cl)N. Drug 2: CC(C)(C#N)C1=CC(=CC(=C1)CN2C=NC=N2)C(C)(C)C#N. Cell line: T-47D. Synergy scores: CSS=8.03, Synergy_ZIP=-1.11, Synergy_Bliss=0.726, Synergy_Loewe=-0.879, Synergy_HSA=-0.375. (4) Drug 1: C1C(C(OC1N2C=NC3=C(N=C(N=C32)Cl)N)CO)O. Drug 2: CCC1(C2=C(COC1=O)C(=O)N3CC4=CC5=C(C=CC(=C5CN(C)C)O)N=C4C3=C2)O.Cl. Cell line: SK-MEL-28. Synergy scores: CSS=32.3, Synergy_ZIP=-10.8, Synergy_Bliss=-9.54, Synergy_Loewe=-6.36, Synergy_HSA=-4.24. (5) Cell line: U251. Drug 1: C#CCC(CC1=CN=C2C(=N1)C(=NC(=N2)N)N)C3=CC=C(C=C3)C(=O)NC(CCC(=O)O)C(=O)O. Drug 2: C(CC(=O)O)C(=O)CN.Cl. Synergy scores: CSS=8.22, Synergy_ZIP=-5.19, Synergy_Bliss=-1.70, Synergy_Loewe=-7.47, Synergy_HSA=-2.18. (6) Drug 1: CC1C(C(=O)NC(C(=O)N2CCCC2C(=O)N(CC(=O)N(C(C(=O)O1)C(C)C)C)C)C(C)C)NC(=O)C3=C4C(=C(C=C3)C)OC5=C(C(=O)C(=C(C5=N4)C(=O)NC6C(OC(=O)C(N(C(=O)CN(C(=O)C7CCCN7C(=O)C(NC6=O)C(C)C)C)C)C(C)C)C)N)C. Drug 2: C1C(C(OC1N2C=NC3=C(N=C(N=C32)Cl)N)CO)O. Cell line: U251. Synergy scores: CSS=37.1, Synergy_ZIP=-2.75, Synergy_Bliss=3.48, Synergy_Loewe=6.90, Synergy_HSA=7.46. (7) Drug 1: CC1OCC2C(O1)C(C(C(O2)OC3C4COC(=O)C4C(C5=CC6=C(C=C35)OCO6)C7=CC(=C(C(=C7)OC)O)OC)O)O. Synergy scores: CSS=40.6, Synergy_ZIP=3.08, Synergy_Bliss=2.00, Synergy_Loewe=-18.8, Synergy_HSA=1.25. Cell line: NCI-H460. Drug 2: COC1=C2C(=CC3=C1OC=C3)C=CC(=O)O2.